Dataset: Full USPTO retrosynthesis dataset with 1.9M reactions from patents (1976-2016). Task: Predict the reactants needed to synthesize the given product. The reactants are: [B:1]([C:4]1[CH:5]=[C:6]([CH2:10][C:11]([OH:13])=O)[CH:7]=[CH:8][CH:9]=1)([OH:3])[OH:2].C(N(CC)CC)C.[CH2:21]([NH2:27])[CH2:22][CH2:23][CH2:24][CH2:25][CH3:26]. Given the product [CH2:21]([NH:27][C:11](=[O:13])[CH2:10][C:6]1[CH:5]=[C:4]([B:1]([OH:2])[OH:3])[CH:9]=[CH:8][CH:7]=1)[CH2:22][CH2:23][CH2:24][CH2:25][CH3:26], predict the reactants needed to synthesize it.